From a dataset of Full USPTO retrosynthesis dataset with 1.9M reactions from patents (1976-2016). Predict the reactants needed to synthesize the given product. (1) The reactants are: [NH2:1][S:2]([C:5]1[CH:10]=[C:9]([O:11][CH2:12][C:13]2[CH:18]=[CH:17][CH:16]=[CH:15][CH:14]=2)[CH:8]=[CH:7][C:6]=1[NH:19][C:20]([C:22]1[C:31](=[O:32])[C:30]([CH2:36][CH2:37][CH3:38])([CH2:33][CH2:34][CH3:35])[C:29]2[C:24](=[CH:25][CH:26]=[CH:27][CH:28]=2)[C:23]=1[OH:39])=O)(=[O:4])=[O:3].N12CCCN=C1CCCCC2. Given the product [CH2:12]([O:11][C:9]1[CH:8]=[CH:7][C:6]2[NH:19][C:20]([C:22]3[C:31](=[O:32])[C:30]([CH2:33][CH2:34][CH3:35])([CH2:36][CH2:37][CH3:38])[C:29]4[C:24]([C:23]=3[OH:39])=[CH:25][CH:26]=[CH:27][CH:28]=4)=[N:1][S:2](=[O:4])(=[O:3])[C:5]=2[CH:10]=1)[C:13]1[CH:18]=[CH:17][CH:16]=[CH:15][CH:14]=1, predict the reactants needed to synthesize it. (2) Given the product [Cl:17][C:13]1[CH:12]=[C:11]([C:9]2[CH:10]=[C:5]([CH:6]=[C:7]([C:22]3[CH:27]=[CH:26][CH:25]=[C:24]([Cl:28])[CH:23]=3)[C:8]=2[O:18][CH2:19][CH2:20][OH:21])[C:4]([OH:29])=[O:3])[CH:16]=[CH:15][CH:14]=1, predict the reactants needed to synthesize it. The reactants are: C([O:3][C:4](=[O:29])[C:5]1[CH:10]=[C:9]([C:11]2[CH:16]=[CH:15][CH:14]=[C:13]([Cl:17])[CH:12]=2)[C:8]([O:18][CH2:19][CH2:20][OH:21])=[C:7]([C:22]2[CH:27]=[CH:26][CH:25]=[C:24]([Cl:28])[CH:23]=2)[CH:6]=1)C. (3) The reactants are: Br[C:2]1[C:3]([CH:8]2[O:12][CH2:11][CH2:10][O:9]2)=[N:4][CH:5]=[CH:6][CH:7]=1.[CH:13]([N:16]1[CH2:21][CH2:20][CH:19]([NH2:22])[CH2:18][CH2:17]1)([CH3:15])[CH3:14].CC(C)([O-])C.[Na+]. Given the product [O:9]1[CH2:10][CH2:11][O:12][CH:8]1[C:3]1[C:2]([NH:22][CH:19]2[CH2:20][CH2:21][N:16]([CH:13]([CH3:15])[CH3:14])[CH2:17][CH2:18]2)=[CH:7][CH:6]=[CH:5][N:4]=1, predict the reactants needed to synthesize it. (4) Given the product [C:1]([O:5][C:6](=[O:39])[CH2:7][CH:8]1[CH2:13][CH:12]([CH2:14][CH2:15][C:16]2[N:17]([CH:34]([CH3:35])[CH3:36])[C:18]([I:40])=[C:19]([C:28]3[CH:33]=[CH:32][CH:31]=[CH:30][N:29]=3)[C:20]=2[C:21]2[CH:22]=[CH:23][C:24]([F:27])=[CH:25][CH:26]=2)[O:11][C:10]([CH3:37])([CH3:38])[O:9]1)([CH3:4])([CH3:2])[CH3:3], predict the reactants needed to synthesize it. The reactants are: [C:1]([O:5][C:6](=[O:39])[CH2:7][CH:8]1[CH2:13][CH:12]([CH2:14][CH2:15][C:16]2[N:17]([CH:34]([CH3:36])[CH3:35])[CH:18]=[C:19]([C:28]3[CH:33]=[CH:32][CH:31]=[CH:30][N:29]=3)[C:20]=2[C:21]2[CH:26]=[CH:25][C:24]([F:27])=[CH:23][CH:22]=2)[O:11][C:10]([CH3:38])([CH3:37])[O:9]1)([CH3:4])([CH3:3])[CH3:2].[I:40]N1C(=O)CCC1=O.C(Cl)Cl.C([O-])(O)=O.[Na+]. (5) Given the product [CH2:16]([O:15][C:13]([N:2]([CH3:1])[CH2:3][CH2:4][S:5]([OH:8])(=[O:7])=[O:6])=[O:14])[C:17]1[CH:22]=[CH:21][CH:20]=[CH:19][CH:18]=1.[Na:9], predict the reactants needed to synthesize it. The reactants are: [CH3:1][NH:2][CH2:3][CH2:4][S:5]([OH:8])(=[O:7])=[O:6].[Na:9].[OH-].[Na+].Cl[C:13]([O:15][CH2:16][C:17]1[CH:22]=[CH:21][CH:20]=[CH:19][CH:18]=1)=[O:14]. (6) Given the product [CH2:1]([N:8]1[C:12](=[O:13])[C:11](=[O:14])[CH2:10][NH:9]1)[C:2]1[CH:3]=[CH:4][CH:5]=[CH:6][CH:7]=1, predict the reactants needed to synthesize it. The reactants are: [CH2:1]([N:8]1[C:12](=[O:13])[C:11](=[O:14])[CH:10](C)[NH:9]1)[C:2]1[CH:7]=[CH:6][CH:5]=[CH:4][CH:3]=1.C(N1C(=O)C(=O)C(C2C=CC=CC=2)N1)C1C=CC=CC=1.C(N1C(=O)C(=O)C(C2C=CC(C)=CC=2)N1)C1C=CC=CC=1.C(N1C(=O)C(=O)C(C2C=CC=C(OC)C=2)N1)C1C=CC=CC=1.C(N1C(=O)C(=O)C(C2C=CC(OC)=CC=2)N1)C1C=CC=CC=1.C(N1C(=O)C(=O)C(C2C=CC=C([N+]([O-])=O)C=2)N1)C1C=CC=CC=1. (7) Given the product [CH2:1]([O:3][C:4](=[O:19])[C:5]([CH2:12][CH2:13][C:14]1[S:15][CH:16]=[CH:17][CH:18]=1)([CH3:11])[C:6]([OH:8])=[O:7])[CH3:2], predict the reactants needed to synthesize it. The reactants are: [CH2:1]([O:3][C:4](=[O:19])[C:5]([CH2:12][CH2:13][C:14]1[S:15][CH:16]=[CH:17][CH:18]=1)([CH3:11])[C:6]([O:8]CC)=[O:7])[CH3:2].[OH-].[K+]. (8) Given the product [CH3:1][CH:2]([CH3:27])[CH:3]([C:7]1[CH:8]=[CH:9][C:10]([CH2:13][N:14]2[C:19](=[O:20])[CH2:18][O:17][C:16]([C:21]3[CH:22]=[CH:23][CH:24]=[CH:25][CH:26]=3)=[N:15]2)=[CH:11][CH:12]=1)[C:4]([NH:28][C:29]1[CH:34]=[CH:33][CH:32]=[CH:31][C:30]=1/[CH:35]=[CH:36]/[C:37]([O:39][CH3:40])=[O:38])=[O:5], predict the reactants needed to synthesize it. The reactants are: [CH3:1][CH:2]([CH3:27])[CH:3]([C:7]1[CH:12]=[CH:11][C:10]([CH2:13][N:14]2[C:19](=[O:20])[CH2:18][O:17][C:16]([C:21]3[CH:26]=[CH:25][CH:24]=[CH:23][CH:22]=3)=[N:15]2)=[CH:9][CH:8]=1)[C:4](O)=[O:5].[NH2:28][C:29]1[CH:34]=[CH:33][CH:32]=[CH:31][C:30]=1/[CH:35]=[CH:36]/[C:37]([O:39][CH3:40])=[O:38].N1C=CC=CC=1.CN(C(ON1N=NC2C=CC=NC1=2)=[N+](C)C)C.F[P-](F)(F)(F)(F)F. (9) Given the product [CH2:1]([C:8]1([C:14]([O:16][CH2:17][CH3:18])=[O:15])[CH2:12][CH2:11][CH2:10][CH:9]1[O:13][C:30](=[O:31])[C:29]1[CH:33]=[CH:34][C:26]([CH3:25])=[CH:27][CH:28]=1)[C:2]1[CH:7]=[CH:6][CH:5]=[CH:4][CH:3]=1, predict the reactants needed to synthesize it. The reactants are: [CH2:1]([C:8]1([C:14]([O:16][CH2:17][CH3:18])=[O:15])[CH2:12][CH2:11][CH2:10][CH:9]1[OH:13])[C:2]1[CH:7]=[CH:6][CH:5]=[CH:4][CH:3]=1.N1C=CC=CC=1.[CH3:25][C:26]1[CH:34]=[CH:33][C:29]([C:30](Cl)=[O:31])=[CH:28][CH:27]=1.